Dataset: Forward reaction prediction with 1.9M reactions from USPTO patents (1976-2016). Task: Predict the product of the given reaction. (1) Given the reactants CS(O[CH2:6][CH:7]1[CH2:11][O:10][C:9]2([C:20]3[CH:21]=[CH:22][CH:23]=[CH:24][C:19]=3[C:18]3[O:17][C:16]([CH3:26])([CH3:25])[CH2:15][CH2:14][C:13]=3[C:12]2=[O:27])[O:8]1)(=O)=O.[N-:28]=[N+:29]=[N-:30].[Na+], predict the reaction product. The product is: [N:28]([CH2:6][CH:7]1[CH2:11][O:10][C:9]2([C:20]3[CH:21]=[CH:22][CH:23]=[CH:24][C:19]=3[C:18]3[O:17][C:16]([CH3:26])([CH3:25])[CH2:15][CH2:14][C:13]=3[C:12]2=[O:27])[O:8]1)=[N+:29]=[N-:30]. (2) Given the reactants BrC1C=CC(NC(=CC([O-])=O)C(OC)=O)=C(OC)C=1.[CH3:20][O:21][C:22](=[O:39])[C:23]([NH:28][C:29]1[CH:34]=[CH:33][C:32]([Cl:35])=[CH:31][C:30]=1[N+:36]([O-:38])=[O:37])=[CH:24][C:25]([O-:27])=O, predict the reaction product. The product is: [CH3:20][O:21][C:22]([C:23]1[CH:24]=[C:25]([OH:27])[C:34]2[C:29](=[C:30]([N+:36]([O-:38])=[O:37])[CH:31]=[C:32]([Cl:35])[CH:33]=2)[N:28]=1)=[O:39]. (3) Given the reactants Cl[C:2]1[N:3]=[N:4][CH:5]=[C:6]([C:8]2[CH:13]=[CH:12][C:11]([F:14])=[C:10]([C:15]3[C:20]([F:21])=[CH:19][C:18]([F:22])=[CH:17][N:16]=3)[CH:9]=2)[CH:7]=1.Br[C:24]1[C:29]([F:30])=[CH:28][C:27]([F:31])=[CH:26][N:25]=1, predict the reaction product. The product is: [F:30][C:29]1[C:24]([C:2]2[N:3]=[N:4][CH:5]=[C:6]([C:8]3[CH:13]=[CH:12][C:11]([F:14])=[C:10]([C:15]4[C:20]([F:21])=[CH:19][C:18]([F:22])=[CH:17][N:16]=4)[CH:9]=3)[CH:7]=2)=[N:25][CH:26]=[C:27]([F:31])[CH:28]=1.